Dataset: Full USPTO retrosynthesis dataset with 1.9M reactions from patents (1976-2016). Task: Predict the reactants needed to synthesize the given product. (1) The reactants are: [CH2:1]([NH:5][CH2:6][C:7]1[S:8][C:9]([C:12]2[CH:17]=[CH:16][CH:15]=[C:14]([S:18]([CH3:21])(=[O:20])=[O:19])[CH:13]=2)=[CH:10][CH:11]=1)[CH:2]([CH3:4])[CH3:3].[S:22]1[CH:26]=[CH:25][CH:24]=[C:23]1[S:27](Cl)(=[O:29])=[O:28].C(N(CC)C(C)C)(C)C. Given the product [CH2:1]([N:5]([CH2:6][C:7]1[S:8][C:9]([C:12]2[CH:17]=[CH:16][CH:15]=[C:14]([S:18]([CH3:21])(=[O:20])=[O:19])[CH:13]=2)=[CH:10][CH:11]=1)[S:27]([C:23]1[S:22][CH:26]=[CH:25][CH:24]=1)(=[O:29])=[O:28])[CH:2]([CH3:4])[CH3:3], predict the reactants needed to synthesize it. (2) The reactants are: [O:1]1[CH:5]=[C:4]([C:6]([OH:8])=O)[N:3]=[CH:2]1.C(Cl)(=O)C(Cl)=O.[NH2:15][C:16]1[N:17]=[C:18]2[CH:23]=[CH:22][C:21]([O:24][C:25]3[CH:26]=[C:27]([NH:31][C:32](=[O:44])[C:33]4[CH:38]=[CH:37][CH:36]=[C:35]([C:39]5([C:42]#[N:43])[CH2:41][CH2:40]5)[CH:34]=4)[CH:28]=[CH:29][CH:30]=3)=[N:20][N:19]2[CH:45]=1.C(=O)([O-])O.[Na+]. Given the product [C:42]([C:39]1([C:35]2[CH:34]=[C:33]([CH:38]=[CH:37][CH:36]=2)[C:32]([NH:31][C:27]2[CH:26]=[C:25]([CH:30]=[CH:29][CH:28]=2)[O:24][C:21]2[CH:22]=[CH:23][C:18]3[N:19]([CH:45]=[C:16]([NH:15][C:6]([C:4]4[N:3]=[CH:2][O:1][CH:5]=4)=[O:8])[N:17]=3)[N:20]=2)=[O:44])[CH2:40][CH2:41]1)#[N:43], predict the reactants needed to synthesize it. (3) Given the product [F:8][C:6]1[CH:5]=[C:4]([CH2:9][C:10]([NH:12][C@H:13]([C:15]([NH:23][C@@H:22]([CH2:24][CH2:25][CH2:26][CH2:27][N:28]([CH3:30])[CH3:29])[C:21]([O:20][CH3:19])=[O:31])=[O:17])[CH3:14])=[O:11])[CH:3]=[C:2]([F:1])[CH:7]=1, predict the reactants needed to synthesize it. The reactants are: [F:1][C:2]1[CH:3]=[C:4]([CH2:9][C:10]([NH:12][C@H:13]([C:15]([OH:17])=O)[CH3:14])=[O:11])[CH:5]=[C:6]([F:8])[CH:7]=1.Cl.[CH3:19][O:20][C:21](=[O:31])[C@H:22]([CH2:24][CH2:25][CH2:26][CH2:27][N:28]([CH3:30])[CH3:29])[NH2:23]. (4) Given the product [N:15]1([C:2]2[CH:9]=[CH:8][C:5]([CH:6]=[O:7])=[C:4]([O:10][C:11]([F:14])([F:13])[F:12])[CH:3]=2)[CH2:20][CH2:19][O:18][CH2:17][CH2:16]1, predict the reactants needed to synthesize it. The reactants are: Br[C:2]1[CH:9]=[CH:8][C:5]([CH:6]=[O:7])=[C:4]([O:10][C:11]([F:14])([F:13])[F:12])[CH:3]=1.[NH:15]1[CH2:20][CH2:19][O:18][CH2:17][CH2:16]1.C(O[Na])(C)(C)C.C1C=CC(P(C2C(C3C(P(C4C=CC=CC=4)C4C=CC=CC=4)=CC=C4C=3C=CC=C4)=C3C(C=CC=C3)=CC=2)C2C=CC=CC=2)=CC=1.